This data is from Forward reaction prediction with 1.9M reactions from USPTO patents (1976-2016). The task is: Predict the product of the given reaction. (1) Given the reactants [F:1][C:2]1[C:7]([F:8])=[C:6]([NH:9][C:10]2[CH:15]=[CH:14][C:13]([I:16])=[CH:12][C:11]=2[F:17])[C:5]([NH2:18])=[CH:4][CH:3]=1.[CH3:19][N:20]1[CH:24]=[C:23]([S:25](Cl)(=[O:27])=[O:26])[N:22]=[C:21]1[CH3:29], predict the reaction product. The product is: [F:8][C:7]1[C:6]([NH:9][C:10]2[CH:15]=[CH:14][C:13]([I:16])=[CH:12][C:11]=2[F:17])=[C:5]([NH:18][S:25]([C:23]2[N:22]=[C:21]([CH3:29])[N:20]([CH3:19])[CH:24]=2)(=[O:27])=[O:26])[CH:4]=[CH:3][C:2]=1[F:1]. (2) The product is: [F:38][C:2]([F:1])([F:37])[C:3]1[CH:4]=[C:5]([C:13]([CH3:35])([CH3:36])[C:14]([N:16]([C:18]2[CH:19]=[N:20][C:21]([N:31]3[CH2:32][CH2:33][O:34][S:49]3=[O:50])=[CH:22][C:23]=2[C:24]2[CH:29]=[CH:28][CH:27]=[CH:26][C:25]=2[Cl:30])[CH3:17])=[O:15])[CH:6]=[C:7]([C:9]([F:12])([F:10])[F:11])[CH:8]=1. Given the reactants [F:1][C:2]([F:38])([F:37])[C:3]1[CH:4]=[C:5]([C:13]([CH3:36])([CH3:35])[C:14]([N:16]([C:18]2[CH:19]=[N:20][C:21]([NH:31][CH2:32][CH2:33][OH:34])=[CH:22][C:23]=2[C:24]2[CH:29]=[CH:28][CH:27]=[CH:26][C:25]=2[Cl:30])[CH3:17])=[O:15])[CH:6]=[C:7]([C:9]([F:12])([F:11])[F:10])[CH:8]=1.ClCCl.C(N(CC)CC)C.[S:49](Cl)(Cl)=[O:50], predict the reaction product. (3) Given the reactants [F:1][C:2]1[CH:22]=[C:21]([N+:23]([O-])=O)[CH:20]=[CH:19][C:3]=1[O:4][C:5]1[CH:10]=[CH:9][N:8]=[C:7]([NH:11][C:12]([N:14]2[CH2:18][CH2:17][CH2:16][CH2:15]2)=[O:13])[CH:6]=1.[Cl-].[NH4+].C(OCC)(=O)C.O1CCCC1.C(OCC)(=O)C.CCCCCC, predict the reaction product. The product is: [NH2:23][C:21]1[CH:20]=[CH:19][C:3]([O:4][C:5]2[CH:10]=[CH:9][N:8]=[C:7]([NH:11][C:12]([N:14]3[CH2:15][CH2:16][CH2:17][CH2:18]3)=[O:13])[CH:6]=2)=[C:2]([F:1])[CH:22]=1. (4) Given the reactants [CH3:1][CH:2]1[CH2:7][CH2:6][CH2:5][CH2:4][CH:3]1[C:8]([OH:10])=O.[CH3:11][O:12][C:13]1[CH:18]=[CH:17][C:16]([CH3:19])=[CH:15][C:14]=1[NH:20][C:21]([NH:23][C:24]1[CH:29]=[CH:28][C:27]([N:30]2[CH2:35][CH2:34][NH:33][CH2:32][CH2:31]2)=[CH:26][CH:25]=1)=[O:22].CCCP1(OP(CCC)(=O)OP(CCC)(=O)O1)=O.C(=O)([O-])O.[Na+], predict the reaction product. The product is: [CH3:11][O:12][C:13]1[CH:18]=[CH:17][C:16]([CH3:19])=[CH:15][C:14]=1[NH:20][C:21]([NH:23][C:24]1[CH:29]=[CH:28][C:27]([N:30]2[CH2:31][CH2:32][N:33]([C:8]([CH:3]3[CH2:4][CH2:5][CH2:6][CH2:7][CH:2]3[CH3:1])=[O:10])[CH2:34][CH2:35]2)=[CH:26][CH:25]=1)=[O:22]. (5) Given the reactants [CH:1]([NH:4][C:5]1[N:10]=[C:9]([C:11]2[C:19]3[C:14](=[CH:15][CH:16]=[C:17]([C:20]4[N:24]=[C:23]([NH2:25])[S:22][N:21]=4)[CH:18]=3)[N:13](S(C3C=CC(C)=CC=3)(=O)=O)[CH:12]=2)[CH:8]=[N:7][CH:6]=1)([CH3:3])[CH3:2].[OH-].[Na+], predict the reaction product. The product is: [CH:1]([NH:4][C:5]1[N:10]=[C:9]([C:11]2[C:19]3[C:14](=[CH:15][CH:16]=[C:17]([C:20]4[N:24]=[C:23]([NH2:25])[S:22][N:21]=4)[CH:18]=3)[NH:13][CH:12]=2)[CH:8]=[N:7][CH:6]=1)([CH3:3])[CH3:2]. (6) Given the reactants [Cl:1][C:2]1[CH:11]=[CH:10][C:9]2[C:8]([NH2:12])=[CH:7][CH:6]=[CH:5][C:4]=2[N:3]=1.[C:13]12([CH2:23][C:24](Cl)=[O:25])[CH2:22][CH:17]3[CH2:18][CH:19]([CH2:21][CH:15]([CH2:16]3)[CH2:14]1)[CH2:20]2, predict the reaction product. The product is: [C:13]12([CH2:23][C:24]([NH:12][C:8]3[CH:7]=[CH:6][CH:5]=[C:4]4[C:9]=3[CH:10]=[CH:11][C:2]([Cl:1])=[N:3]4)=[O:25])[CH2:20][CH:19]3[CH2:18][CH:17]([CH2:16][CH:15]([CH2:21]3)[CH2:14]1)[CH2:22]2. (7) Given the reactants [Br:1][C:2]1[CH:3]=[C:4]([CH:7]=[C:8]([O:12][CH3:13])[C:9]=1[O:10][CH3:11])[CH:5]=O.[Cl-].CC1[C:25]2[C:20](=[CH:21][C:22]([O:28][CH3:29])=[C:23]([O:26][CH3:27])[CH:24]=2)[CH2:19][CH2:18][N+:17]=1CC1C=CC=CC=1[N+]([O-])=O, predict the reaction product. The product is: [Br:1][C:2]1[CH:3]=[C:4]([CH2:5][NH:17][CH2:18][CH2:19][C:20]2[CH:25]=[CH:24][C:23]([O:26][CH3:27])=[C:22]([O:28][CH3:29])[CH:21]=2)[CH:7]=[C:8]([O:12][CH3:13])[C:9]=1[O:10][CH3:11]. (8) Given the reactants C[O:2][C:3](=[O:24])[CH2:4][C:5]1[C:9]2[CH:10]=[CH:11][C:12]([O:14][CH2:15][C:16]3[C:17]([CH3:23])=[N:18][C:19]([CH3:22])=[CH:20][CH:21]=3)=[CH:13][C:8]=2[O:7][CH:6]=1.[OH-].[Na+].C1COCC1, predict the reaction product. The product is: [CH3:23][C:17]1[C:16]([CH2:15][O:14][C:12]2[CH:11]=[CH:10][C:9]3[C:5]([CH2:4][C:3]([OH:24])=[O:2])=[CH:6][O:7][C:8]=3[CH:13]=2)=[CH:21][CH:20]=[C:19]([CH3:22])[N:18]=1. (9) Given the reactants C([O:4][CH2:5][CH:6]([CH3:50])[C:7]([NH:9][C:10]1[CH:15]=[CH:14][C:13]([C:16]2[S:39][C:19]3[N:20]([CH2:30][C:31]4[C:36]([F:37])=[CH:35][CH:34]=[CH:33][C:32]=4[F:38])[CH:21]=[C:22]([C:25](=[O:29])[CH:26]([CH3:28])[CH3:27])[C:23](=[O:24])[C:18]=3[C:17]=2[CH2:40][N:41]([CH2:43][C:44]2[CH:49]=[CH:48][CH:47]=[CH:46][CH:45]=2)[CH3:42])=[CH:12][CH:11]=1)=[O:8])(=O)C.C(=O)([O-])[O-].[K+].[K+], predict the reaction product. The product is: [CH2:43]([N:41]([CH2:40][C:17]1[C:18]2[C:23](=[O:24])[C:22]([C:25](=[O:29])[CH:26]([CH3:28])[CH3:27])=[CH:21][N:20]([CH2:30][C:31]3[C:32]([F:38])=[CH:33][CH:34]=[CH:35][C:36]=3[F:37])[C:19]=2[S:39][C:16]=1[C:13]1[CH:12]=[CH:11][C:10]([NH:9][C:7](=[O:8])[CH:6]([CH3:50])[CH2:5][OH:4])=[CH:15][CH:14]=1)[CH3:42])[C:44]1[CH:49]=[CH:48][CH:47]=[CH:46][CH:45]=1.